From a dataset of Catalyst prediction with 721,799 reactions and 888 catalyst types from USPTO. Predict which catalyst facilitates the given reaction. (1) Reactant: [C:1]([O:8][CH2:9][CH3:10])(=[O:7])[CH2:2][CH2:3][C:4]([CH3:6])=[O:5].[CH2:11](O)[CH2:12][OH:13].C1(C)C=CC(S(O)(=O)=O)=CC=1.[NH+]1C=CC=CC=1. Product: [CH3:6][C:4]1([CH2:3][CH2:2][C:1]([O:8][CH2:9][CH3:10])=[O:7])[O:13][CH2:12][CH2:11][O:5]1. The catalyst class is: 11. (2) Reactant: [Cl:1][C:2]1[N:10]=[C:9]2[C:5]([NH:6][CH:7]=[N:8]2)=[C:4]([Cl:11])[N:3]=1.[H-].[Na+].[CH:14](I)([CH3:16])[CH3:15]. Product: [Cl:1][C:2]1[N:10]=[C:9]2[C:5]([N:6]=[CH:7][N:8]2[CH:14]([CH3:16])[CH3:15])=[C:4]([Cl:11])[N:3]=1. The catalyst class is: 3. (3) Reactant: [CH3:1][O:2][C:3]1[CH:4]=[C:5]2[C:10](=[CH:11][CH:12]=1)[N:9]=[CH:8][CH:7]=[C:6]2[OH:13].[Cl:14]N1C(=O)CCC1=O. Product: [Cl:14][C:7]1[CH:8]=[N:9][C:10]2[C:5]([C:6]=1[OH:13])=[CH:4][C:3]([O:2][CH3:1])=[CH:12][CH:11]=2. The catalyst class is: 15. (4) Reactant: [Cl:1][C:2]1[C:3]([CH3:10])=[C:4]([NH2:9])[C:5]([NH2:8])=[N:6][CH:7]=1.[OH:11][C:12]1[CH:13]=[C:14]([CH:17]=[CH:18][C:19]=1[N+:20]([O-:22])=[O:21])[CH:15]=O. Product: [Cl:1][C:2]1[C:3]([CH3:10])=[C:4]2[N:9]=[C:15]([C:14]3[CH:17]=[CH:18][C:19]([N+:20]([O-:22])=[O:21])=[C:12]([OH:11])[CH:13]=3)[NH:8][C:5]2=[N:6][CH:7]=1. The catalyst class is: 3.